This data is from Retrosynthesis with 50K atom-mapped reactions and 10 reaction types from USPTO. The task is: Predict the reactants needed to synthesize the given product. The reactants are: CC[S-].Clc1ccnc2ccc(Br)cc12. Given the product CCSc1ccnc2ccc(Br)cc12, predict the reactants needed to synthesize it.